Dataset: Forward reaction prediction with 1.9M reactions from USPTO patents (1976-2016). Task: Predict the product of the given reaction. (1) Given the reactants [C:1]([O:5][C:6]([NH:8][C:9]1[CH:14]=[CH:13][CH:12]=[CH:11][C:10]=1[NH:15][C:16](=[O:32])[C:17]1[CH:22]=[CH:21][C:20](B2OC(C)(C)C(C)(C)O2)=[CH:19][CH:18]=1)=[O:7])([CH3:4])([CH3:3])[CH3:2].Br[C:34]1[CH:39]=[CH:38][CH:37]=[CH:36][N:35]=1.C(=O)([O-])O.[Na+], predict the reaction product. The product is: [C:1]([O:5][C:6]([NH:8][C:9]1[CH:14]=[CH:13][CH:12]=[CH:11][C:10]=1[NH:15][C:16](=[O:32])[C:17]1[CH:18]=[CH:19][C:20]([C:34]2[CH:39]=[CH:38][CH:37]=[CH:36][N:35]=2)=[CH:21][CH:22]=1)=[O:7])([CH3:4])([CH3:2])[CH3:3]. (2) Given the reactants Cl.[C:2]([N:9]1[CH2:13][C@@H:12]([S:14][C:15]([CH3:18])([CH3:17])[CH3:16])[C@H:11]([N:19]([CH3:36])[S:20]([C:23]2[CH:28]=[CH:27][C:26]([O:29][C:30]3[CH:35]=[CH:34][CH:33]=[CH:32][CH:31]=3)=[CH:25][CH:24]=2)(=[O:22])=[O:21])[CH2:10]1)(OC(C)(C)C)=[O:3].C([N:39](CC)CC)C.[Si](N=C=O)(C)(C)C, predict the reaction product. The product is: [C:2]([N:9]1[CH2:13][C@@H:12]([S:14][C:15]([CH3:16])([CH3:18])[CH3:17])[C@H:11]([N:19]([CH3:36])[S:20]([C:23]2[CH:28]=[CH:27][C:26]([O:29][C:30]3[CH:35]=[CH:34][CH:33]=[CH:32][CH:31]=3)=[CH:25][CH:24]=2)(=[O:21])=[O:22])[CH2:10]1)(=[O:3])[NH2:39].